Dataset: Full USPTO retrosynthesis dataset with 1.9M reactions from patents (1976-2016). Task: Predict the reactants needed to synthesize the given product. (1) Given the product [C:23]([O:22][C:20]([N:6]([CH2:5][C:4]1[CH:14]=[CH:15][CH:16]=[CH:17][C:3]=1[C:2]([F:18])([F:19])[F:1])[CH2:7][CH2:8][C:9]([O:11][CH2:12][CH3:13])=[O:10])=[O:21])([CH3:26])([CH3:25])[CH3:24], predict the reactants needed to synthesize it. The reactants are: [F:1][C:2]([F:19])([F:18])[C:3]1[CH:17]=[CH:16][CH:15]=[CH:14][C:4]=1[CH2:5][NH:6][CH2:7][CH2:8][C:9]([O:11][CH2:12][CH3:13])=[O:10].[C:20](O[C:20]([O:22][C:23]([CH3:26])([CH3:25])[CH3:24])=[O:21])([O:22][C:23]([CH3:26])([CH3:25])[CH3:24])=[O:21].CN(C)CCN.[NH4+].[Cl-]. (2) Given the product [F:27][C:24]([F:25])([F:26])[S:21]([NH:20][CH2:19][CH2:18][C:16]1[S:17][C:13]([C:10]2[CH:9]=[CH:8][C:7]([NH:6][C:4](=[O:5])[C:3]3[CH:2]=[CH:31][CH:30]=[CH:29][CH:28]=3)=[CH:12][CH:11]=2)=[CH:14][N:15]=1)(=[O:23])=[O:22], predict the reactants needed to synthesize it. The reactants are: Cl[C:2]1[CH:31]=[CH:30][CH:29]=[CH:28][C:3]=1[C:4]([NH:6][C:7]1[CH:12]=[CH:11][C:10]([C:13]2[S:17][C:16]([CH2:18][CH2:19][NH:20][S:21]([C:24]([F:27])([F:26])[F:25])(=[O:23])=[O:22])=[N:15][CH:14]=2)=[CH:9][CH:8]=1)=[O:5].NC1C=CC(C2SC(CCNS(C(F)(F)F)(=O)=O)=NC=2)=CC=1.C(Cl)(=O)C1C=CC=CC=1. (3) Given the product [Br:19][C:2]1[S:1][CH:5]=[CH:4][C:3]=1[CH2:6][C:7]([O:9][CH2:10][CH3:11])=[O:8], predict the reactants needed to synthesize it. The reactants are: [S:1]1[CH:5]=[CH:4][C:3]([CH2:6][C:7]([O:9][CH2:10][CH3:11])=[O:8])=[CH:2]1.C1C(=O)N([Br:19])C(=O)C1. (4) Given the product [C:14]1(=[CH:7][C:5]([O:4][CH3:3])=[O:6])[CH2:17][CH2:16][CH2:15]1, predict the reactants needed to synthesize it. The reactants are: [H-].[Na+].[CH3:3][O:4][C:5]([CH2:7]P(OC)(OC)=O)=[O:6].[C:14]1(=O)[CH2:17][CH2:16][CH2:15]1.[Cl-].[NH4+]. (5) Given the product [NH2:19][C:10]1[C:9]2[N:8]=[CH:7][N:6]([CH2:5][CH2:4][CH2:3][CH2:2][NH:1][C:21](=[O:28])[C:22]3[CH:27]=[CH:26][N:25]=[CH:24][CH:23]=3)[C:18]=2[C:17]2[CH:16]=[CH:15][CH:14]=[CH:13][C:12]=2[N:11]=1, predict the reactants needed to synthesize it. The reactants are: [NH2:1][CH2:2][CH2:3][CH2:4][CH2:5][N:6]1[C:18]2[C:17]3[CH:16]=[CH:15][CH:14]=[CH:13][C:12]=3[N:11]=[C:10]([NH2:19])[C:9]=2[N:8]=[CH:7]1.Cl.[C:21](Cl)(=[O:28])[C:22]1[CH:27]=[CH:26][N:25]=[CH:24][CH:23]=1. (6) The reactants are: [O:1]=[C:2]1[C@@H:6]2[CH2:7][N:8]([C:10]([O:12][CH2:13][C:14]3[CH:19]=[CH:18][CH:17]=[CH:16][CH:15]=3)=[O:11])[CH2:9][C@@H:5]2[CH2:4][CH2:3]1.[BH4-].[Li+]. Given the product [OH:1][CH:2]1[C@@H:6]2[CH2:7][N:8]([C:10]([O:12][CH2:13][C:14]3[CH:19]=[CH:18][CH:17]=[CH:16][CH:15]=3)=[O:11])[CH2:9][C@@H:5]2[CH2:4][CH2:3]1, predict the reactants needed to synthesize it. (7) Given the product [Br:1][C:2]1[CH:7]=[CH:6][C:5]2[O:8][CH:9]=[CH:10][C:4]=2[CH:3]=1, predict the reactants needed to synthesize it. The reactants are: [Br:1][C:2]1[CH:7]=[CH:6][C:5]([O:8][CH2:9][CH:10](OC)OC)=[CH:4][CH:3]=1.C(=O)([O-])[O-].[Na+].[Na+]. (8) Given the product [NH:1]1[C:9]2[C:4](=[CH:5][C:6]([NH:10][C:11]3[C:12]4[CH:19]=[C:18]([C:20]([N:24]([CH3:25])[CH3:23])=[O:22])[NH:17][C:13]=4[N:14]=[CH:15][N:16]=3)=[CH:7][CH:8]=2)[CH:3]=[N:2]1, predict the reactants needed to synthesize it. The reactants are: [NH:1]1[C:9]2[C:4](=[CH:5][C:6]([NH:10][C:11]3[C:12]4[CH:19]=[C:18]([C:20]([OH:22])=O)[NH:17][C:13]=4[N:14]=[CH:15][N:16]=3)=[CH:7][CH:8]=2)[CH:3]=[N:2]1.[CH3:23][NH:24][CH3:25]. (9) Given the product [CH2:24]1[C:18]2[CH:17]=[C:16]([NH2:8])[N:21]=[CH:20][C:19]=2[CH2:22][O:23]1, predict the reactants needed to synthesize it. The reactants are: C(OC([N:8]([C:16]1[N:21]=[CH:20][C:19]2[CH2:22][O:23][CH2:24][C:18]=2[CH:17]=1)C(=O)OC(C)(C)C)=O)(C)(C)C.FC(F)(F)C(O)=O.C1(C)C=CC=CC=1.